From a dataset of Forward reaction prediction with 1.9M reactions from USPTO patents (1976-2016). Predict the product of the given reaction. (1) Given the reactants [C:1]([C:3]1[CH:4]=[C:5]([CH:9]=[CH:10][CH:11]=1)[C:6]([OH:8])=[O:7])#[N:2].Cl.[C:13](O[C:13]([O:15][C:16]([CH3:19])([CH3:18])[CH3:17])=[O:14])([O:15][C:16]([CH3:19])([CH3:18])[CH3:17])=[O:14], predict the reaction product. The product is: [C:6]([C:5]1[CH:4]=[C:3]([CH:11]=[CH:10][CH:9]=1)[CH2:1][NH:2][C:13](=[O:14])[O:15][C:16]([CH3:19])([CH3:18])[CH3:17])([OH:8])=[O:7]. (2) Given the reactants O1CCCC1.[C:6]1([Mg]Cl)[CH:11]=[CH:10][CH:9]=[CH:8][CH:7]=1.Cl[C:15]1[CH:22]=[CH:21][C:18]([C:19]#[N:20])=[CH:17][CH:16]=1.[Cl-].[NH4+], predict the reaction product. The product is: [C:19]([C:18]1[CH:21]=[CH:22][C:15]([C:6]2[CH:11]=[CH:10][CH:9]=[CH:8][CH:7]=2)=[CH:16][CH:17]=1)#[N:20]. (3) Given the reactants [CH3:1][C@@H:2]1[C@H:11]([OH:12])[CH2:10][CH2:9][C@@:8]2([CH3:13])[C@H:3]1[CH2:4][CH2:5][C@:6]1([CH3:37])[C@@:17]3([CH3:35])[CH2:18][C@H:19]([O:31][C:32]([CH3:34])=[O:33])/[C:20](=[C:21](\[C:28]([OH:30])=[O:29])/[CH2:22][CH2:23][CH:24]=[C:25]([CH3:27])[CH3:26])/[C@@H:16]3[CH2:15][C@@H:14]([OH:36])[C@H:7]12.C([OH:40])C.O, predict the reaction product. The product is: [CH3:1][C@H:2]1[C@@H:3]2[CH2:4][CH2:5][C@:6]3([CH3:37])[C@@:17]4([CH3:35])[CH2:18][C@H:19]([O:31][C:32]([CH3:34])=[O:33])/[C:20](=[C:21](/[CH2:22][CH2:23][CH:24]=[C:25]([CH3:26])[CH3:27])\[C:28]([OH:30])=[O:29])/[C@@H:16]4[CH2:15][C@@H:14]([OH:36])[C@H:7]3[C@@:8]2([CH3:13])[CH2:9][CH2:10][C@H:11]1[OH:12].[CH3:1][C@H:2]1[C@@H:3]2[CH2:4][CH2:5][C@:6]3([CH3:37])[C@@:17]4([CH3:35])[CH2:18][C@H:19]([O:31][C:32]([CH3:34])=[O:33])/[C:20](=[C:21](/[CH2:22][CH2:23][CH:24]=[C:25]([CH3:26])[CH3:27])\[C:28]([OH:30])=[O:29])/[C@@H:16]4[CH2:15][C@@H:14]([OH:36])[C@H:7]3[C@@:8]2([CH3:13])[CH2:9][CH2:10][C@H:11]1[OH:12].[OH2:40]. (4) Given the reactants C(O[C:4](=[O:15])[C:5](=[CH:11]OCC)[C:6]([O:8][CH2:9][CH3:10])=[O:7])C.[NH2:16][C:17]1[CH:22]=[CH:21][CH:20]=[CH:19][CH:18]=1, predict the reaction product. The product is: [CH2:9]([O:8][C:6]([C:5]1[C:4](=[O:15])[C:22]2[C:17](=[CH:18][CH:19]=[CH:20][CH:21]=2)[NH:16][CH:11]=1)=[O:7])[CH3:10]. (5) Given the reactants [CH2:1]([O:3][C:4](=[O:15])[C:5]1[CH:10]=[CH:9][C:8]([S:11](Cl)(=[O:13])=[O:12])=[CH:7][CH:6]=1)[CH3:2].[NH2:16][C:17]1[CH:22]=[CH:21][C:20]([CH:23]([CH3:37])[C:24]([C:30]2[CH:35]=[CH:34][N:33]=[C:32]([Cl:36])[CH:31]=2)([OH:29])[C:25]([F:28])([F:27])[F:26])=[C:19]([Cl:38])[CH:18]=1, predict the reaction product. The product is: [CH2:1]([O:3][C:4](=[O:15])[C:5]1[CH:10]=[CH:9][C:8]([S:11](=[O:13])(=[O:12])[NH:16][C:17]2[CH:22]=[CH:21][C:20]([CH:23]([CH3:37])[C:24]([C:30]3[CH:35]=[CH:34][N:33]=[C:32]([Cl:36])[CH:31]=3)([OH:29])[C:25]([F:26])([F:27])[F:28])=[C:19]([Cl:38])[CH:18]=2)=[CH:7][CH:6]=1)[CH3:2]. (6) Given the reactants C[O:2][C:3](=[O:37])[C:4]1[CH:9]=[CH:8][C:7]([O:10][C:11]2[CH:16]=[CH:15][C:14]([CH2:17][C@H:18]([NH2:36])[C:19]3[N:20]([CH2:32][CH2:33][CH2:34][CH3:35])[CH:21]=[C:22]([C:24]4[CH:29]=[CH:28][C:27]([Cl:30])=[CH:26][C:25]=4[Cl:31])[N:23]=3)=[CH:13][CH:12]=2)=[CH:6][CH:5]=1.[CH3:38][O:39][C:40]1[CH:41]=[C:42]([N:46]=[C:47]=[O:48])[CH:43]=[CH:44][CH:45]=1.NC(N)=O, predict the reaction product. The product is: [CH2:32]([N:20]1[CH:21]=[C:22]([C:24]2[CH:29]=[CH:28][C:27]([Cl:30])=[CH:26][C:25]=2[Cl:31])[N:23]=[C:19]1[C@@H:18]([NH:36][C:47]([NH:46][C:42]1[CH:43]=[CH:44][CH:45]=[C:40]([O:39][CH3:38])[CH:41]=1)=[O:48])[CH2:17][C:14]1[CH:15]=[CH:16][C:11]([O:10][C:7]2[CH:8]=[CH:9][C:4]([C:3]([OH:37])=[O:2])=[CH:5][CH:6]=2)=[CH:12][CH:13]=1)[CH2:33][CH2:34][CH3:35]. (7) Given the reactants [O:1]=[C:2]1[N:7]([C:8]2[CH:13]=[CH:12][CH:11]=[CH:10][CH:9]=2)[CH:6]=[C:5]([C:14]([O:16]C)=[O:15])[CH:4]=[CH:3]1.[OH-].[Li+], predict the reaction product. The product is: [O:1]=[C:2]1[N:7]([C:8]2[CH:9]=[CH:10][CH:11]=[CH:12][CH:13]=2)[CH:6]=[C:5]([C:14]([OH:16])=[O:15])[CH:4]=[CH:3]1. (8) Given the reactants C[O:2][C:3](=O)[C:4]1[CH:9]=[C:8]([I:10])[CH:7]=[CH:6][C:5]=1[O:11][Si:12]([CH:19]([CH3:21])[CH3:20])([CH:16]([CH3:18])[CH3:17])[CH:13]([CH3:15])[CH3:14].[H-].C([Al+]CC(C)C)C(C)C, predict the reaction product. The product is: [I:10][C:8]1[CH:7]=[CH:6][C:5]([O:11][Si:12]([CH:16]([CH3:18])[CH3:17])([CH:19]([CH3:21])[CH3:20])[CH:13]([CH3:14])[CH3:15])=[C:4]([CH2:3][OH:2])[CH:9]=1. (9) Given the reactants Br[CH2:2][C:3]1[C:4]([Cl:10])=[N:5][CH:6]=[CH:7][C:8]=1[Cl:9].[SH:11][C:12]1[N:17]=[C:16]([OH:18])[CH:15]=[C:14]([C:19]([F:22])([F:21])[F:20])[N:13]=1.C(N(CC)CC)C, predict the reaction product. The product is: [Cl:10][C:4]1[C:3]([CH2:2][S:11][C:12]2[N:17]=[C:16]([OH:18])[CH:15]=[C:14]([C:19]([F:22])([F:20])[F:21])[N:13]=2)=[C:8]([Cl:9])[CH:7]=[CH:6][N:5]=1. (10) Given the reactants CC(C)([O-])C.[K+].[Al].[C:8]1([N:14]([C:38]2[CH:43]=[CH:42][CH:41]=[CH:40][CH:39]=2)[C:15]2[CH:20]=[CH:19][C:18]([C:21]3[C:22]4[CH:37]=[CH:36][CH:35]=[CH:34][C:23]=4[S:24][C:25]=3[C:26]3[CH:33]=[CH:32][C:29]([CH:30]=[O:31])=[CH:28][CH:27]=3)=[CH:17][CH:16]=2)[CH:13]=[CH:12][CH:11]=[CH:10][CH:9]=1.C1COCC1, predict the reaction product. The product is: [C:38]1([N:14]([C:8]2[CH:9]=[CH:10][CH:11]=[CH:12][CH:13]=2)[C:15]2[CH:16]=[CH:17][C:18]([C:21]3[C:22]4[CH:37]=[CH:36][CH:35]=[CH:34][C:23]=4[S:24][C:25]=3[C:26]3[CH:33]=[CH:32][C:29]([CH:30]=[O:31])=[CH:28][CH:27]=3)=[CH:19][CH:20]=2)[CH:43]=[CH:42][CH:41]=[CH:40][CH:39]=1.